This data is from Forward reaction prediction with 1.9M reactions from USPTO patents (1976-2016). The task is: Predict the product of the given reaction. (1) Given the reactants [Br:1][C:2]1[C:11]2[C:6](=[CH:7][CH:8]=[CH:9][CH:10]=2)[C:5]([NH2:12])=[CH:4][CH:3]=1.Br[CH2:14][CH2:15][O:16][CH2:17][CH2:18]Br.C(=O)([O-])[O-].[K+].[K+], predict the reaction product. The product is: [Br:1][C:2]1[C:11]2[C:6](=[CH:7][CH:8]=[CH:9][CH:10]=2)[C:5]([N:12]2[CH2:18][CH2:17][O:16][CH2:15][CH2:14]2)=[CH:4][CH:3]=1. (2) Given the reactants Cl.[Cl:2][C:3]1[CH:4]=[N+:5]([O-:35])[CH:6]=[C:7]([Cl:34])[C:8]=1[CH2:9][C@@H:10]([C:19]1[CH:24]=[CH:23][C:22]([O:25][CH:26]([F:28])[F:27])=[C:21]([O:29][CH2:30][CH:31]2[CH2:33][CH2:32]2)[CH:20]=1)[O:11][C:12]([C@@H:14]1[CH2:18][CH2:17][CH2:16][NH:15]1)=[O:13].[CH:36]([C:38]1[O:42][C:41]([CH3:43])=[C:40]([C:44]([O:46][CH3:47])=[O:45])[CH:39]=1)=O.C(O)(=O)C.[Na], predict the reaction product. The product is: [Cl:2][C:3]1[CH:4]=[N+:5]([O-:35])[CH:6]=[C:7]([Cl:34])[C:8]=1[CH2:9][C@@H:10]([C:19]1[CH:24]=[CH:23][C:22]([O:25][CH:26]([F:28])[F:27])=[C:21]([O:29][CH2:30][CH:31]2[CH2:33][CH2:32]2)[CH:20]=1)[O:11][C:12]([CH:14]1[CH2:18][CH2:17][CH2:16][N:15]1[CH2:36][C:38]1[O:42][C:41]([CH3:43])=[C:40]([C:44]([O:46][CH3:47])=[O:45])[CH:39]=1)=[O:13].